Dataset: Forward reaction prediction with 1.9M reactions from USPTO patents (1976-2016). Task: Predict the product of the given reaction. (1) Given the reactants Cl[C:2]1[CH:7]=[CH:6][C:5]([N+:8]([O-:10])=[O:9])=[CH:4][N:3]=1.[CH3:11][C:12]1([CH3:22])[CH2:16][C:15]2=[C:17]([OH:21])[CH:18]=[CH:19][CH:20]=[C:14]2[O:13]1.C(=O)([O-])[O-].[K+].[K+], predict the reaction product. The product is: [CH3:11][C:12]1([CH3:22])[CH2:16][C:15]2[C:17]([O:21][C:2]3[CH:7]=[CH:6][C:5]([N+:8]([O-:10])=[O:9])=[CH:4][N:3]=3)=[CH:18][CH:19]=[CH:20][C:14]=2[O:13]1. (2) Given the reactants [Cl:1][C:2]1[CH:7]=[CH:6][C:5]([O:8][CH3:9])=[CH:4][C:3]=1[C:10]1[CH:20]=[C:19]([CH3:21])[C:13]2[N:14]=[C:15]([NH2:18])[N:16]=[N:17][C:12]=2[CH:11]=1.Br[C:23]1[CH:28]=[CH:27][C:26]([S:29]([N:32]2[CH2:37][CH2:36][N:35]([CH3:38])[CH2:34][CH2:33]2)(=[O:31])=[O:30])=[CH:25][CH:24]=1.CC1(C)C2C(=C(P(C3C=CC=CC=3)C3C=CC=CC=3)C=CC=2)OC2C(P(C3C=CC=CC=3)C3C=CC=CC=3)=CC=CC1=2.CC(C)([O-])C.[K+], predict the reaction product. The product is: [Cl:1][C:2]1[CH:7]=[CH:6][C:5]([O:8][CH3:9])=[CH:4][C:3]=1[C:10]1[CH:20]=[C:19]([CH3:21])[C:13]2[N:14]=[C:15]([NH:18][C:23]3[CH:28]=[CH:27][C:26]([S:29]([N:32]4[CH2:37][CH2:36][N:35]([CH3:38])[CH2:34][CH2:33]4)(=[O:30])=[O:31])=[CH:25][CH:24]=3)[N:16]=[N:17][C:12]=2[CH:11]=1. (3) Given the reactants FC(F)(F)C([NH:5][C:6]1[CH:11]=[CH:10][C:9]([CH:12]([CH3:14])[CH3:13])=[CH:8][C:7]=1[N+:15]([O-:17])=[O:16])=O.O.C(=O)([O-])[O-].[K+].[K+], predict the reaction product. The product is: [CH:12]([C:9]1[CH:10]=[CH:11][C:6]([NH2:5])=[C:7]([N+:15]([O-:17])=[O:16])[CH:8]=1)([CH3:14])[CH3:13]. (4) Given the reactants FC(F)(F)C(O)=O.[Cl:8][C:9]1[C:18]2[C:13](=[CH:14][C:15]([F:20])=[CH:16][C:17]=2[F:19])[N:12]=[C:11]([N:21]2[CH2:26][CH2:25][NH:24][CH2:23][CH2:22]2)[C:10]=1[CH3:27].I[C:29]1[CH:34]=[CH:33][CH:32]=[CH:31][CH:30]=1, predict the reaction product. The product is: [Cl:8][C:9]1[C:18]2[C:13](=[CH:14][C:15]([F:20])=[CH:16][C:17]=2[F:19])[N:12]=[C:11]([N:21]2[CH2:26][CH2:25][N:24]([C:29]3[CH:34]=[CH:33][CH:32]=[CH:31][CH:30]=3)[CH2:23][CH2:22]2)[C:10]=1[CH3:27]. (5) The product is: [C:16]([O-:19])([O-:18])=[O:17].[K+:20].[K+:20].[C:22]([O-:25])([O-:24])=[O:23].[Na+:26].[Na+:26]. Given the reactants OC(C(C1C=CC(CC(C)C)=CC=1)C)=O.[C:16](=[O:19])([O-:18])[O-:17].[K+:20].[K+].[C:22](=[O:25])([O-:24])[O-:23].[Na+:26].[Na+].C(O)[C@H]1O[C@H](O[C@@H]([C@H](O)[C@@H](O)CO)[C@H](O)CO)[C@H](O)[C@@H](O)[C@@H]1O, predict the reaction product. (6) Given the reactants C(OC([NH:8][C@@H:9]1[CH2:14][CH2:13][CH2:12][N:11]([C:15]2[N:37]([CH2:38][C:39]3[CH:44]=[CH:43][CH:42]=[CH:41][C:40]=3[Cl:45])[C:18]3[C:19](=[O:36])[N:20]([CH3:35])[C:21]4[CH:22]=[CH:23][C:24]([F:34])=[C:25]([C:27]([O:29]C(C)(C)C)=[O:28])[C:26]=4[C:17]=3[N:16]=2)[CH2:10]1)=O)(C)(C)C, predict the reaction product. The product is: [ClH:45].[NH2:8][C@@H:9]1[CH2:14][CH2:13][CH2:12][N:11]([C:15]2[N:37]([CH2:38][C:39]3[CH:44]=[CH:43][CH:42]=[CH:41][C:40]=3[Cl:45])[C:18]3[C:19](=[O:36])[N:20]([CH3:35])[C:21]4[CH:22]=[CH:23][C:24]([F:34])=[C:25]([C:27]([OH:29])=[O:28])[C:26]=4[C:17]=3[N:16]=2)[CH2:10]1. (7) Given the reactants [CH3:1][N:2]1[CH2:10][CH2:9][CH:5]([C:6]([NH2:8])=O)[CH2:4][CH2:3]1.[H-].[Al+3].[Li+].[H-].[H-].[H-].O.[OH-].[Na+], predict the reaction product. The product is: [NH2:8][CH2:6][CH:5]1[CH2:9][CH2:10][N:2]([CH3:1])[CH2:3][CH2:4]1. (8) The product is: [CH:6]1(/[CH:5]=[C:4](\[C:11]2[CH:16]=[CH:15][C:14]([N:17]3[C:21]([CH3:22])=[N:20][N:19]=[N:18]3)=[C:13]([C:23]([F:24])([F:26])[F:25])[CH:12]=2)/[C:3]([OH:27])=[O:2])[CH2:10][CH2:9][CH2:8][CH2:7]1. Given the reactants C[O:2][C:3](=[O:27])/[C:4](/[C:11]1[CH:16]=[CH:15][C:14]([N:17]2[C:21]([CH3:22])=[N:20][N:19]=[N:18]2)=[C:13]([C:23]([F:26])([F:25])[F:24])[CH:12]=1)=[CH:5]/[CH:6]1[CH2:10][CH2:9][CH2:8][CH2:7]1.[OH-].[Na+], predict the reaction product.